The task is: Regression. Given two drug SMILES strings and cell line genomic features, predict the synergy score measuring deviation from expected non-interaction effect.. This data is from NCI-60 drug combinations with 297,098 pairs across 59 cell lines. (1) Drug 1: CN(C)N=NC1=C(NC=N1)C(=O)N. Drug 2: C1=NC2=C(N=C(N=C2N1C3C(C(C(O3)CO)O)F)Cl)N. Cell line: M14. Synergy scores: CSS=9.02, Synergy_ZIP=0.395, Synergy_Bliss=-1.39, Synergy_Loewe=-54.3, Synergy_HSA=-4.29. (2) Synergy scores: CSS=20.3, Synergy_ZIP=-0.775, Synergy_Bliss=-2.05, Synergy_Loewe=-14.5, Synergy_HSA=-2.87. Cell line: MALME-3M. Drug 2: CC1CCC2CC(C(=CC=CC=CC(CC(C(=O)C(C(C(=CC(C(=O)CC(OC(=O)C3CCCCN3C(=O)C(=O)C1(O2)O)C(C)CC4CCC(C(C4)OC)OCCO)C)C)O)OC)C)C)C)OC. Drug 1: C1CCC(C1)C(CC#N)N2C=C(C=N2)C3=C4C=CNC4=NC=N3. (3) Drug 1: CNC(=O)C1=NC=CC(=C1)OC2=CC=C(C=C2)NC(=O)NC3=CC(=C(C=C3)Cl)C(F)(F)F. Drug 2: CC(C)CN1C=NC2=C1C3=CC=CC=C3N=C2N. Cell line: SK-MEL-28. Synergy scores: CSS=-1.62, Synergy_ZIP=2.10, Synergy_Bliss=2.68, Synergy_Loewe=0.620, Synergy_HSA=0.241. (4) Drug 1: CCCS(=O)(=O)NC1=C(C(=C(C=C1)F)C(=O)C2=CNC3=C2C=C(C=N3)C4=CC=C(C=C4)Cl)F. Drug 2: CC12CCC3C(C1CCC2OP(=O)(O)O)CCC4=C3C=CC(=C4)OC(=O)N(CCCl)CCCl.[Na+]. Cell line: OVCAR-4. Synergy scores: CSS=-4.93, Synergy_ZIP=0.731, Synergy_Bliss=-4.37, Synergy_Loewe=-7.13, Synergy_HSA=-6.94. (5) Drug 1: CN(CCCl)CCCl.Cl. Drug 2: C(CCl)NC(=O)N(CCCl)N=O. Cell line: SNB-19. Synergy scores: CSS=17.3, Synergy_ZIP=-8.11, Synergy_Bliss=-0.694, Synergy_Loewe=-1.28, Synergy_HSA=1.73. (6) Drug 1: C1=CN(C(=O)N=C1N)C2C(C(C(O2)CO)O)O.Cl. Drug 2: CC1=C2C(C(=O)C3(C(CC4C(C3C(C(C2(C)C)(CC1OC(=O)C(C(C5=CC=CC=C5)NC(=O)OC(C)(C)C)O)O)OC(=O)C6=CC=CC=C6)(CO4)OC(=O)C)O)C)O. Cell line: OVCAR-4. Synergy scores: CSS=3.61, Synergy_ZIP=0.446, Synergy_Bliss=2.04, Synergy_Loewe=-3.21, Synergy_HSA=-3.01. (7) Drug 1: CN(C)N=NC1=C(NC=N1)C(=O)N. Drug 2: C1=NC2=C(N1)C(=S)N=CN2. Cell line: CAKI-1. Synergy scores: CSS=6.78, Synergy_ZIP=-14.3, Synergy_Bliss=-24.3, Synergy_Loewe=-23.1, Synergy_HSA=-21.9. (8) Drug 1: C1CCC(C1)C(CC#N)N2C=C(C=N2)C3=C4C=CNC4=NC=N3. Drug 2: C1=CC=C(C=C1)NC(=O)CCCCCCC(=O)NO. Cell line: HCT116. Synergy scores: CSS=32.8, Synergy_ZIP=-1.12, Synergy_Bliss=-4.44, Synergy_Loewe=-17.0, Synergy_HSA=-5.86. (9) Drug 1: C1=CC(=C2C(=C1NCCNCCO)C(=O)C3=C(C=CC(=C3C2=O)O)O)NCCNCCO. Drug 2: CC1=C(C(=O)C2=C(C1=O)N3CC4C(C3(C2COC(=O)N)OC)N4)N. Cell line: UO-31. Synergy scores: CSS=28.9, Synergy_ZIP=-6.46, Synergy_Bliss=-0.737, Synergy_Loewe=-2.66, Synergy_HSA=2.67.